Dataset: Catalyst prediction with 721,799 reactions and 888 catalyst types from USPTO. Task: Predict which catalyst facilitates the given reaction. (1) Reactant: [Cl:1][C:2]1[CH:7]=[C:6](Cl)[N:5]2[N:9]=[C:10]([CH:12]3[CH2:14][CH2:13]3)[CH:11]=[C:4]2[N:3]=1. Product: [Cl:1][C:2]1[CH:7]=[CH:6][N:5]2[N:9]=[C:10]([CH:12]3[CH2:14][CH2:13]3)[CH:11]=[C:4]2[N:3]=1. The catalyst class is: 565. (2) Reactant: [NH2:1][CH2:2][C@@H:3]([C@@H:5]([NH:27][C:28](=[O:34])[O:29][C:30]([CH3:33])([CH3:32])[CH3:31])[CH2:6][C@H:7]([CH2:11][NH:12][C:13](=[O:26])[C:14]1[CH:19]=[CH:18][CH:17]=[CH:16][C:15]=1[O:20][CH2:21][CH2:22][CH2:23][O:24][CH3:25])[CH:8]([CH3:10])[CH3:9])[OH:4].C(=O)([O-])[O-].[Na+].[Na+].[C:41](Cl)(=[O:46])[C:42]([CH3:45])([CH3:44])[CH3:43].O. Product: [CH3:43][C:42]([CH3:45])([CH3:44])[C:41]([NH:1][CH2:2][C@@H:3]([C@@H:5]([NH:27][C:28](=[O:34])[O:29][C:30]([CH3:32])([CH3:31])[CH3:33])[CH2:6][C@H:7]([CH2:11][NH:12][C:13](=[O:26])[C:14]1[CH:19]=[CH:18][CH:17]=[CH:16][C:15]=1[O:20][CH2:21][CH2:22][CH2:23][O:24][CH3:25])[CH:8]([CH3:9])[CH3:10])[OH:4])=[O:46]. The catalyst class is: 13. (3) Reactant: [Br:1][CH2:2][CH2:3][CH2:4][O:5][C:6]1[CH:13]=[CH:12][C:9]([C:10]#[N:11])=[CH:8][CH:7]=1.[N:14]12[CH2:21][CH2:20][CH:17]([CH2:18][CH2:19]1)[C@@H:16]([O:22][C:23]([C:25]1([C:32]3[CH:37]=[CH:36][CH:35]=[CH:34][CH:33]=3)[CH2:31][CH2:30][CH2:29][CH2:28][CH2:27][CH2:26]1)=[O:24])[CH2:15]2. Product: [Br-:1].[C:10]([C:9]1[CH:12]=[CH:13][C:6]([O:5][CH2:4][CH2:3][CH2:2][N+:14]23[CH2:21][CH2:20][CH:17]([CH2:18][CH2:19]2)[C@@H:16]([O:22][C:23]([C:25]2([C:32]4[CH:33]=[CH:34][CH:35]=[CH:36][CH:37]=4)[CH2:31][CH2:30][CH2:29][CH2:28][CH2:27][CH2:26]2)=[O:24])[CH2:15]3)=[CH:7][CH:8]=1)#[N:11]. The catalyst class is: 23. (4) Reactant: [CH:1]1([C:4]2[CH:5]=[CH:6][C:7]([C:15]([OH:17])=O)=[N:8][C:9]=2[O:10][CH2:11][CH:12]2[CH2:14][CH2:13]2)[CH2:3][CH2:2]1.CN(C(ON1N=NC2C=CC=CC1=2)=[N+](C)C)C.[B-](F)(F)(F)F.CCN(C(C)C)C(C)C.[CH2:49]([O:51][C:52](=[O:59])[CH2:53][C:54]1([NH2:58])[CH2:57][O:56][CH2:55]1)[CH3:50].[OH-].[Na+]. Product: [CH2:49]([O:51][C:52](=[O:59])[CH2:53][C:54]1([NH:58][C:15]([C:7]2[CH:6]=[CH:5][C:4]([CH:1]3[CH2:2][CH2:3]3)=[C:9]([O:10][CH2:11][CH:12]3[CH2:13][CH2:14]3)[N:8]=2)=[O:17])[CH2:55][O:56][CH2:57]1)[CH3:50]. The catalyst class is: 39. (5) Reactant: [N+:1]([C:4]1[CH:5]=[CH:6][CH:7]=[C:8]2[C:13]=1[CH:12]=[C:11]([C:14]1[CH:23]=[CH:22][C:21]3[C:16](=[CH:17][CH:18]=[CH:19][CH:20]=3)[N:15]=1)[CH:10]=[CH:9]2)([O-])=O.[BH4-].[Na+].Cl. Product: [NH2:1][C:4]1[CH:5]=[CH:6][CH:7]=[C:8]2[C:13]=1[CH:12]=[C:11]([C:14]1[CH:23]=[CH:22][C:21]3[C:16](=[CH:17][CH:18]=[CH:19][CH:20]=3)[N:15]=1)[CH:10]=[CH:9]2. The catalyst class is: 19. (6) Reactant: [H-].[H-].[H-].[H-].[Li+].[Al+3].[C:7]1([CH3:22])[CH:12]=[CH:11][CH:10]=[CH:9][C:8]=1[C:13]1[CH:21]=[CH:20][C:16]([C:17](O)=[O:18])=[CH:15][CH:14]=1.O.[OH-].[K+]. Product: [C:7]1([CH3:22])[CH:12]=[CH:11][CH:10]=[CH:9][C:8]=1[C:13]1[CH:21]=[CH:20][C:16]([CH2:17][OH:18])=[CH:15][CH:14]=1. The catalyst class is: 332. (7) The catalyst class is: 1. Reactant: [Br-].[CH2:2]([P+](C1C=CC=CC=1)(C1C=CC=CC=1)C1C=CC=CC=1)[CH2:3][CH3:4].[CH3:24][C:25]1([CH3:43])[CH:34]([N:35]2[C:39]([CH:40]=O)=[CH:38][N:37]=[CH:36]2)[C:33]2[C:28](=[CH:29][CH:30]=[CH:31][CH:32]=2)[C:27](=[O:42])[O:26]1. Product: [CH:40]([C:39]1[N:35]([CH:34]2[C:33]3[C:28](=[CH:29][CH:30]=[CH:31][CH:32]=3)[C:27](=[O:42])[O:26][C:25]2([CH3:43])[CH3:24])[CH:36]=[N:37][CH:38]=1)=[CH:2][CH2:3][CH3:4]. (8) Reactant: [NH2:1][C:2]1[N:3]=[CH:4][C:5]2[CH:11]=[C:10]([C:12]3[CH:17]=[CH:16][C:15]([F:18])=[C:14]([N+:19]([O-])=O)[CH:13]=3)[C:9](=[O:22])[N:8]([CH:23]([CH3:25])[CH3:24])[C:6]=2[N:7]=1. Product: [NH2:1][C:2]1[N:3]=[CH:4][C:5]2[CH:11]=[C:10]([C:12]3[CH:17]=[CH:16][C:15]([F:18])=[C:14]([NH2:19])[CH:13]=3)[C:9](=[O:22])[N:8]([CH:23]([CH3:25])[CH3:24])[C:6]=2[N:7]=1. The catalyst class is: 582.